This data is from Forward reaction prediction with 1.9M reactions from USPTO patents (1976-2016). The task is: Predict the product of the given reaction. (1) Given the reactants [Cl:1][C:2]1[CH:3]=[C:4]([CH:8]2[O:12][C:11]([CH3:14])([CH3:13])[O:10][C:9]2=[O:15])[CH:5]=[CH:6][CH:7]=1.[CH2:16]1[CH2:20]OC[CH2:17]1.[Li+].C[Si]([N-][Si](C)(C)C)(C)C.C(Br)C#C, predict the reaction product. The product is: [Cl:1][C:2]1[CH:3]=[C:4]([C:8]2([CH2:20][C:16]#[CH:17])[O:12][C:11]([CH3:13])([CH3:14])[O:10][C:9]2=[O:15])[CH:5]=[CH:6][CH:7]=1. (2) Given the reactants C1(P(C2CCCCC2)C2C=CC=CC=2C2C(C(C)C)=CC(C(C)C)=CC=2C(C)C)CCCCC1.[O:35]1[CH2:40][CH2:39][N:38]([C:41]2[C:46]([NH2:47])=[CH:45][C:44]([N:48]3[CH2:53][CH2:52][O:51][CH2:50][CH2:49]3)=[CH:43][N:42]=2)[CH2:37][CH2:36]1.[C:54]([C:58]1[CH:63]=[CH:62][C:61]([C:64]2[C:73]([CH3:74])=[C:72](Cl)[C:71]3[C:66](=[CH:67][C:68]([F:77])=[CH:69][C:70]=3[F:76])[N:65]=2)=[CH:60][CH:59]=1)([CH3:57])([CH3:56])[CH3:55].CC(C)([O-])C.[Na+], predict the reaction product. The product is: [N:38]1([C:41]2[C:46]([NH:47][C:72]3[C:71]4[C:66](=[CH:67][C:68]([F:77])=[CH:69][C:70]=4[F:76])[N:65]=[C:64]([C:61]4[CH:62]=[CH:63][C:58]([C:54]([CH3:56])([CH3:55])[CH3:57])=[CH:59][CH:60]=4)[C:73]=3[CH3:74])=[CH:45][C:44]([N:48]3[CH2:49][CH2:50][O:51][CH2:52][CH2:53]3)=[CH:43][N:42]=2)[CH2:39][CH2:40][O:35][CH2:36][CH2:37]1. (3) Given the reactants Cl[C:2]1[N:7]=[N:6][C:5]2[O:8][CH2:9][CH2:10][O:11][C:4]=2[CH:3]=1.[CH3:12][N:13](C=O)C, predict the reaction product. The product is: [N:6]1[C:5]2[O:8][CH2:9][CH2:10][O:11][C:4]=2[CH:3]=[C:2]([C:12]#[N:13])[N:7]=1. (4) Given the reactants [Br:1][C:2]1[CH:9]=[CH:8][C:5]([CH2:6]Br)=[CH:4][CH:3]=1.C(N(CC)CC)C.[NH:17]1[CH2:22][CH2:21][S:20](=[O:24])(=[O:23])[CH2:19][CH2:18]1, predict the reaction product. The product is: [Br:1][C:2]1[CH:9]=[CH:8][C:5]([CH2:6][N:17]2[CH2:22][CH2:21][S:20](=[O:24])(=[O:23])[CH2:19][CH2:18]2)=[CH:4][CH:3]=1. (5) Given the reactants [CH3:1][C:2]1[S:6][C:5]([C:7]([O:9][CH3:10])=[O:8])=[CH:4][CH:3]=1.[I:11]I, predict the reaction product. The product is: [I:11][C:3]1[CH:4]=[C:5]([C:7]([O:9][CH3:10])=[O:8])[S:6][C:2]=1[CH3:1]. (6) Given the reactants [CH3:1][O:2][C:3](=[O:15])[CH2:4][C:5]1[C:13]2[C:8](=[CH:9][CH:10]=[C:11]([OH:14])[CH:12]=2)[NH:7][CH:6]=1.I[CH2:17][CH3:18].C(=O)([O-])[O-].[K+].[K+].C(=O)(O)[O-].[Na+], predict the reaction product. The product is: [CH3:1][O:2][C:3](=[O:15])[CH2:4][C:5]1[C:13]2[C:8](=[CH:9][CH:10]=[C:11]([O:14][CH2:17][CH3:18])[CH:12]=2)[NH:7][CH:6]=1. (7) Given the reactants Br[C:2]1[CH:7]=[C:6]([F:8])[CH:5]=[C:4]([N+:9]([O-:11])=[O:10])[C:3]=1[O:12][CH3:13].C(=O)([O-])[O-].[Cs+].[Cs+].C(P(C(C)(C)C)C(C)(C)C)(C)(C)C.Br[Zn][CH2:35][CH2:36][CH2:37][C:38]([O:40][CH2:41][CH3:42])=[O:39].[Cl-].[NH4+], predict the reaction product. The product is: [F:8][C:6]1[CH:5]=[C:4]([N+:9]([O-:11])=[O:10])[C:3]([O:12][CH3:13])=[C:2]([CH2:35][CH2:36][CH2:37][C:38]([O:40][CH2:41][CH3:42])=[O:39])[CH:7]=1.